This data is from Full USPTO retrosynthesis dataset with 1.9M reactions from patents (1976-2016). The task is: Predict the reactants needed to synthesize the given product. (1) The reactants are: [CH:1]1([CH2:4][O:5][C:6]2[CH:13]=[CH:12][C:11]([C:14]3[C:15]4[CH:22]=[C:21]([C:23]5[CH:28]=[CH:27][C:26]([O:29][CH2:30][CH2:31][N:32]6[CH2:36][CH2:35][CH2:34][CH2:33]6)=[CH:25][CH:24]=5)[N:20](COCC[Si](C)(C)C)[C:16]=4[N:17]=[CH:18][N:19]=3)=[CH:10][C:7]=2[C:8]#[N:9])[CH2:3][CH2:2]1.[C:45]([OH:51])([C:47]([F:50])([F:49])[F:48])=[O:46]. Given the product [CH:1]1([CH2:4][O:5][C:6]2[CH:13]=[CH:12][C:11]([C:14]3[C:15]4[CH:22]=[C:21]([C:23]5[CH:24]=[CH:25][C:26]([O:29][CH2:30][CH2:31][N:32]6[CH2:33][CH2:34][CH2:35][CH2:36]6)=[CH:27][CH:28]=5)[NH:20][C:16]=4[N:17]=[CH:18][N:19]=3)=[CH:10][C:7]=2[C:8]#[N:9])[CH2:2][CH2:3]1.[C:45]([OH:51])([C:47]([F:50])([F:49])[F:48])=[O:46], predict the reactants needed to synthesize it. (2) Given the product [Cl:1][C:2]1[C:3]([I:12])=[C:4]([OH:9])[CH:5]=[C:6]([Cl:8])[CH:7]=1, predict the reactants needed to synthesize it. The reactants are: [Cl:1][C:2]1[CH:3]=[C:4]([OH:9])[CH:5]=[C:6]([Cl:8])[CH:7]=1.[H-].[Na+].[I:12]I.